The task is: Regression. Given a target protein amino acid sequence and a drug SMILES string, predict the binding affinity score between them. We predict pIC50 (pIC50 = -log10(IC50 in M); higher means more potent). Dataset: bindingdb_ic50.. This data is from Drug-target binding data from BindingDB using IC50 measurements. (1) The drug is O=C(Cc1ccc(C(F)(F)F)cc1)N[C@H]1CCOC1=O. The target protein (P33905) has sequence MQHWLDKLTDLAAIEGDECILKTGLADIADHFGFTGYAYLHIQHRHITAVTNYHRQWQSTYFDKKFEALDPVVKRARSRKHIFTWSGEHERPTLSKDERAFYDHASDFGIRSGITIPIKTANGFMSMFTMASDKPVIDLDREIDAVAAAATIGQIHARISFLRTTPTAEDAAWLDPKEATYLRWIAVGKTMEEIADVEGVKYNSVRVKLREAMKRFDVRSKAHLTALAIRRKLI. The pIC50 is 6.1. (2) The compound is CO[C@H]1/C=C/O[C@@]2(C)Oc3c(C)c(O)c4c(c3C2=O)C(=O)/C(=C/NN2CCN(C)CC2)C(=C4O)NC(=O)/C(C)=C\C=C\[C@H](C)[C@H](O)[C@@H](C)[C@@H](O)[C@@H](C)[C@H](OC(C)=O)[C@@H]1C. The target protein (Q9Y4E8) has sequence MAEGGAADLDTQRSDIATLLKTSLRKGDTWYLVDSRWFKQWKKYVGFDSWDKYQMGDQNVYPGPIDNSGLLKDGDAQSLKEHLIDELDYILLPTEGWNKLVSWYTLMEGQEPIARKVVEQGMFVKHCKVEVYLTELKLCENGNMNNVVTRRFSKADTIDTIEKEIRKIFSIPDEKETRLWNKYMSNTFEPLNKPDSTIQDAGLYQGQVLVIEQKNEDGTWPRGPSTPKSPGASNFSTLPKISPSSLSNNYNNMNNRNVKNSNYCLPSYTAYKNYDYSEPGRNNEQPGLCGLSNLGNTCFMNSAIQCLSNTPPLTEYFLNDKYQEELNFDNPLGMRGEIAKSYAELIKQMWSGKFSYVTPRAFKTQVGRFAPQFSGYQQQDCQELLAFLLDGLHEDLNRIRKKPYIQLKDADGRPDKVVAEEAWENHLKRNDSIIVDIFHGLFKSTLVCPECAKISVTFDPFCYLTLPLPMKKERTLEVYLVRMDPLTKPMQYKVVVPKIG.... The pIC50 is 4.3.